The task is: Predict which catalyst facilitates the given reaction.. This data is from Catalyst prediction with 721,799 reactions and 888 catalyst types from USPTO. Product: [CH2:27]([O:26][C:24](=[O:25])[CH2:23][NH:9][C@@H:8]([C@@H:10]([CH3:11])[CH2:12][CH3:13])[C:7]([O:6][C:2]([CH3:4])([CH3:5])[CH3:3])=[O:14])[CH3:28]. Reactant: Cl.[C:2]([O:6][C:7](=[O:14])[C@H:8]([C@H:10]([CH2:12][CH3:13])[CH3:11])[NH2:9])([CH3:5])([CH3:4])[CH3:3].C(N(CC)CC)C.Br[CH2:23][C:24]([O:26][CH2:27][CH3:28])=[O:25]. The catalyst class is: 3.